From a dataset of Full USPTO retrosynthesis dataset with 1.9M reactions from patents (1976-2016). Predict the reactants needed to synthesize the given product. (1) Given the product [CH:1]1([C:6]2([CH2:14][CH2:15][C:16]3[CH:21]=[CH:20][C:19]([OH:22])=[C:18]([CH2:23][O:24][CH3:25])[CH:17]=3)[O:11][C:10](=[O:12])[C:9]([CH2:64][C:62]3[N:63]=[C:56]4[N:55]=[C:54]([CH3:53])[CH:59]=[C:58]([CH3:60])[N:57]4[N:61]=3)=[C:8]([OH:13])[CH2:7]2)[CH2:5][CH2:4][CH2:3][CH2:2]1, predict the reactants needed to synthesize it. The reactants are: [CH:1]1([C:6]2([CH2:14][CH2:15][C:16]3[CH:21]=[CH:20][C:19]([OH:22])=[C:18]([CH2:23][O:24][CH3:25])[CH:17]=3)[O:11][C:10](=[O:12])[CH2:9][C:8](=[O:13])[CH2:7]2)[CH2:5][CH2:4][CH2:3][CH2:2]1.C1(C2(CCC3C=CC(C(C)(C)C#N)=C(F)C=3)CC(O)=CC(=O)O2)CCCC1.[CH3:53][C:54]1[CH:59]=[C:58]([CH3:60])[N:57]2[N:61]=[C:62]([CH:64]=O)[N:63]=[C:56]2[N:55]=1.C(C1NC(C=O)=C(C)N=1)C. (2) Given the product [CH2:13]([N:12]1[CH:10]2[CH2:11][C:4]([NH:3][C:28]([O:27][C:24]([CH3:26])([CH3:25])[CH3:23])=[O:29])([C:20]([OH:22])=[O:21])[CH2:5][CH:6]1[CH2:7][O:8][CH2:9]2)[C:14]1[CH:15]=[CH:16][CH:17]=[CH:18][CH:19]=1, predict the reactants needed to synthesize it. The reactants are: [OH-].[Na+].[NH2:3][C:4]1([C:20]([OH:22])=[O:21])[CH2:11][CH:10]2[N:12]([CH2:13][C:14]3[CH:19]=[CH:18][CH:17]=[CH:16][CH:15]=3)[CH:6]([CH2:7][O:8][CH2:9]2)[CH2:5]1.[CH3:23][C:24]([O:27][C:28](O[C:28]([O:27][C:24]([CH3:26])([CH3:25])[CH3:23])=[O:29])=[O:29])([CH3:26])[CH3:25]. (3) Given the product [CH3:1][NH:2]/[C:3](/[C:4]1[CH:9]=[CH:8][CH:7]=[CH:6][CH:5]=1)=[CH:11]\[C:12]([O:14][CH2:15][CH3:16])=[O:13], predict the reactants needed to synthesize it. The reactants are: [CH3:1][NH2:2].[C:3]([CH2:11][C:12]([O:14][CH2:15][CH3:16])=[O:13])(=O)[C:4]1[CH:9]=[CH:8][CH:7]=[CH:6][CH:5]=1.CC(O)=O.CN.CC(O)=O. (4) Given the product [O:13]1[CH2:14][CH:12]1[CH2:11][N:2]1[CH2:3][C:4]2[C:9](=[CH:8][CH:7]=[CH:6][CH:5]=2)[CH2:1]1, predict the reactants needed to synthesize it. The reactants are: [CH2:1]1[C:9]2[C:4](=[CH:5][CH:6]=[CH:7][CH:8]=2)[CH2:3][NH:2]1.Br[CH2:11][CH:12]1[CH2:14][O:13]1.C([O-])([O-])=O.[K+].[K+].